Dataset: NCI-60 drug combinations with 297,098 pairs across 59 cell lines. Task: Regression. Given two drug SMILES strings and cell line genomic features, predict the synergy score measuring deviation from expected non-interaction effect. (1) Drug 1: CC=C1C(=O)NC(C(=O)OC2CC(=O)NC(C(=O)NC(CSSCCC=C2)C(=O)N1)C(C)C)C(C)C. Drug 2: CCCCC(=O)OCC(=O)C1(CC(C2=C(C1)C(=C3C(=C2O)C(=O)C4=C(C3=O)C=CC=C4OC)O)OC5CC(C(C(O5)C)O)NC(=O)C(F)(F)F)O. Cell line: HCT116. Synergy scores: CSS=52.5, Synergy_ZIP=1.39, Synergy_Bliss=-2.54, Synergy_Loewe=-10.8, Synergy_HSA=-0.285. (2) Drug 1: CC1C(C(CC(O1)OC2CC(CC3=C2C(=C4C(=C3O)C(=O)C5=C(C4=O)C(=CC=C5)OC)O)(C(=O)C)O)N)O.Cl. Drug 2: C1CN(CCN1C(=O)CCBr)C(=O)CCBr. Cell line: DU-145. Synergy scores: CSS=29.7, Synergy_ZIP=-5.08, Synergy_Bliss=1.45, Synergy_Loewe=-5.50, Synergy_HSA=1.99. (3) Drug 1: COC1=C(C=C2C(=C1)N=CN=C2NC3=CC(=C(C=C3)F)Cl)OCCCN4CCOCC4. Drug 2: COC1=C2C(=CC3=C1OC=C3)C=CC(=O)O2. Cell line: TK-10. Synergy scores: CSS=24.3, Synergy_ZIP=-1.74, Synergy_Bliss=-3.46, Synergy_Loewe=-5.14, Synergy_HSA=-1.98. (4) Drug 1: C1CCC(CC1)NC(=O)N(CCCl)N=O. Drug 2: CC1=C(C=C(C=C1)NC(=O)C2=CC=C(C=C2)CN3CCN(CC3)C)NC4=NC=CC(=N4)C5=CN=CC=C5. Cell line: SK-MEL-28. Synergy scores: CSS=14.9, Synergy_ZIP=-3.67, Synergy_Bliss=-1.04, Synergy_Loewe=-3.80, Synergy_HSA=-3.42. (5) Drug 1: CC1=C2C(C(=O)C3(C(CC4C(C3C(C(C2(C)C)(CC1OC(=O)C(C(C5=CC=CC=C5)NC(=O)OC(C)(C)C)O)O)OC(=O)C6=CC=CC=C6)(CO4)OC(=O)C)OC)C)OC. Drug 2: CC12CCC3C(C1CCC2O)C(CC4=C3C=CC(=C4)O)CCCCCCCCCS(=O)CCCC(C(F)(F)F)(F)F. Cell line: MDA-MB-435. Synergy scores: CSS=63.2, Synergy_ZIP=9.38, Synergy_Bliss=7.75, Synergy_Loewe=-18.9, Synergy_HSA=8.23. (6) Drug 1: CC(C)CN1C=NC2=C1C3=CC=CC=C3N=C2N. Drug 2: C1C(C(OC1N2C=NC3=C2NC=NCC3O)CO)O. Cell line: NCI-H460. Synergy scores: CSS=0.642, Synergy_ZIP=0.472, Synergy_Bliss=2.01, Synergy_Loewe=0.327, Synergy_HSA=0.644. (7) Drug 1: C1=CC=C(C=C1)NC(=O)CCCCCCC(=O)NO. Drug 2: CCC1(C2=C(COC1=O)C(=O)N3CC4=CC5=C(C=CC(=C5CN(C)C)O)N=C4C3=C2)O.Cl. Cell line: HOP-92. Synergy scores: CSS=21.0, Synergy_ZIP=-9.44, Synergy_Bliss=-4.35, Synergy_Loewe=-5.72, Synergy_HSA=-0.932.